This data is from Full USPTO retrosynthesis dataset with 1.9M reactions from patents (1976-2016). The task is: Predict the reactants needed to synthesize the given product. (1) The reactants are: [CH3:1][C:2]1[CH:3]=[C:4]([OH:9])[CH:5]=[C:6]([CH3:8])[CH:7]=1.O.[OH-].[Li+].[CH3:13][O:14][C:15]1[CH:22]=[CH:21][C:18]([CH2:19]Cl)=[CH:17][CH:16]=1. Given the product [CH3:13][O:14][C:15]1[CH:22]=[CH:21][C:18]([CH2:19][C:3]2[C:2]([CH3:1])=[CH:7][C:6]([CH3:8])=[CH:5][C:4]=2[OH:9])=[CH:17][CH:16]=1, predict the reactants needed to synthesize it. (2) Given the product [Br:33][CH:11]1[C:10]2[C:15](=[CH:16][C:7]([Cl:6])=[CH:8][N:9]=2)[N:14]([CH:17]2[CH2:22][CH2:21][N:20]([C:23]([O:25][C:26]([CH3:27])([CH3:29])[CH3:28])=[O:24])[CH2:19][CH2:18]2)[C:13](=[O:30])[C:12]1([CH3:32])[CH3:31], predict the reactants needed to synthesize it. The reactants are: C(Cl)(Cl)(Cl)Cl.[Cl:6][C:7]1[CH:16]=[C:15]2[C:10]([CH2:11][C:12]([CH3:32])([CH3:31])[C:13](=[O:30])[N:14]2[CH:17]2[CH2:22][CH2:21][N:20]([C:23]([O:25][C:26]([CH3:29])([CH3:28])[CH3:27])=[O:24])[CH2:19][CH2:18]2)=[N:9][CH:8]=1.[Br:33]N1C(=O)CCC1=O.N(C(C)(C)C#N)=NC(C)(C)C#N. (3) Given the product [F:26][C:10]1[CH:11]=[C:12]([C:16]2[C:17]([S:22][CH2:23][CH2:24][CH3:25])=[N:18][CH:19]=[CH:20][CH:21]=2)[CH:13]=[C:14]([F:15])[C:9]=1[O:8][CH2:7][CH2:6][CH2:5][C:4]([OH:27])=[O:3], predict the reactants needed to synthesize it. The reactants are: C([O:3][C:4](=[O:27])[CH2:5][CH2:6][CH2:7][O:8][C:9]1[C:14]([F:15])=[CH:13][C:12]([C:16]2[C:17]([S:22][CH2:23][CH2:24][CH3:25])=[N:18][CH:19]=[CH:20][CH:21]=2)=[CH:11][C:10]=1[F:26])C.[OH-].[Na+]. (4) Given the product [C:13]([NH:1][C:2]1[S:3][CH:4]=[C:5]([CH2:7][C:8]([O:10][CH2:11][CH3:12])=[O:9])[N:6]=1)(=[O:15])[CH3:14], predict the reactants needed to synthesize it. The reactants are: [NH2:1][C:2]1[S:3][CH:4]=[C:5]([CH2:7][C:8]([O:10][CH2:11][CH3:12])=[O:9])[N:6]=1.[C:13](O)(=[O:15])[CH3:14]. (5) Given the product [CH:1]1([C:7]2[CH:8]=[C:9]([C:10]3[O:12][N:25]=[C:23]([C:22]4[CH:27]=[C:28]([CH3:31])[C:29]([O:30][CH2:33][C@@H:34]([OH:37])[CH2:35][OH:36])=[C:20]([CH2:18][CH3:19])[CH:21]=4)[N:24]=3)[CH:13]=[C:14]([O:16][CH3:17])[N:15]=2)[CH2:2][CH2:3][CH2:4][CH2:5][CH2:6]1, predict the reactants needed to synthesize it. The reactants are: [CH:1]1([C:7]2[CH:8]=[C:9]([CH:13]=[C:14]([O:16][CH3:17])[N:15]=2)[C:10]([OH:12])=O)[CH2:6][CH2:5][CH2:4][CH2:3][CH2:2]1.[CH2:18]([C:20]1[CH:21]=[C:22]([CH:27]=[C:28]([CH3:31])[C:29]=1[OH:30])[C:23]([NH:25]O)=[NH:24])[CH3:19].Cl[CH2:33][C@@H:34]([OH:37])[CH2:35][OH:36]. (6) Given the product [NH2:1][C:2]1[C:3]2[N:10]=[N:9][N:8]([C@H:11]3[C@:15]([CH3:17])([OH:16])[C@H:14]([OH:18])[C@@H:13]([CH2:19][O:20][Si:25]([C:22]([CH3:24])([CH3:23])[CH3:21])([CH3:27])[CH3:26])[O:12]3)[C:4]=2[N:5]=[CH:6][N:7]=1, predict the reactants needed to synthesize it. The reactants are: [NH2:1][C:2]1[C:3]2[N:10]=[N:9][N:8]([C@H:11]3[C@:15]([CH3:17])([OH:16])[C@H:14]([OH:18])[C@@H:13]([CH2:19][OH:20])[O:12]3)[C:4]=2[N:5]=[CH:6][N:7]=1.[CH3:21][C:22]([Si:25](Cl)([CH3:27])[CH3:26])([CH3:24])[CH3:23].